From a dataset of Forward reaction prediction with 1.9M reactions from USPTO patents (1976-2016). Predict the product of the given reaction. The product is: [Br:1][CH:4]([CH3:5])[C:3]([C:7]1[CH:8]=[C:9]([CH:14]=[CH:15][CH:16]=1)[C:10]([O:12][CH3:13])=[O:11])=[O:6]. Given the reactants [Br:1]Br.[C:3]([C:7]1[CH:8]=[C:9]([CH:14]=[CH:15][CH:16]=1)[C:10]([O:12][CH3:13])=[O:11])(=[O:6])[CH2:4][CH3:5], predict the reaction product.